Dataset: Catalyst prediction with 721,799 reactions and 888 catalyst types from USPTO. Task: Predict which catalyst facilitates the given reaction. (1) Reactant: [C:1]([N:4]1[C:13]2[C:8](=[CH:9][C:10]([F:14])=[CH:11][CH:12]=2)[CH:7]([NH:15][C:16]2[CH:21]=[CH:20][C:19]([C:22]([O:24]CC)=[O:23])=[CH:18][CH:17]=2)[CH2:6][CH:5]1[CH3:27])(=[O:3])[CH3:2].[OH-].[Na+]. Product: [C:1]([N:4]1[C:13]2[C:8](=[CH:9][C:10]([F:14])=[CH:11][CH:12]=2)[CH:7]([NH:15][C:16]2[CH:21]=[CH:20][C:19]([C:22]([OH:24])=[O:23])=[CH:18][CH:17]=2)[CH2:6][CH:5]1[CH3:27])(=[O:3])[CH3:2]. The catalyst class is: 8. (2) Reactant: F[C:2]1[CH:7]=[CH:6][CH:5]=[CH:4][C:3]=1[F:8].[NH:9]1[CH:13]=[CH:12][N:11]=[CH:10]1.C(=O)([O-])[O-].[K+].[K+]. Product: [F:8][C:3]1[CH:4]=[CH:5][CH:6]=[CH:7][C:2]=1[N:9]1[CH:13]=[CH:12][N:11]=[CH:10]1. The catalyst class is: 16. (3) Reactant: [Br:1][C:2]1[CH:7]=[CH:6][C:5]([C:8]2[NH:9][C:10]3[N:11]([C:17]=2[NH:18][CH:19]2[CH2:23][CH2:22][CH2:21][CH2:20]2)[N:12]=[CH:13][C:14]=3[C:15]#[N:16])=[CH:4][CH:3]=1.[OH2:24]. Product: [NH2:9][C:10]1[N:11](/[C:17](=[N:18]/[CH:19]2[CH2:23][CH2:22][CH2:21][CH2:20]2)/[C:8]([C:5]2[CH:6]=[CH:7][C:2]([Br:1])=[CH:3][CH:4]=2)=[O:24])[N:12]=[CH:13][C:14]=1[C:15]#[N:16]. The catalyst class is: 633. (4) Reactant: [Cl:1][C:2]1[CH:31]=[CH:30][C:5]([CH2:6][N:7]2[C:15]3[C:10](=[CH:11][CH:12]=[CH:13][C:14]=3[C:16]([NH:18][C@H:19]([C:21]3[CH:29]=[CH:28][C:24]([C:25](O)=[O:26])=[CH:23][CH:22]=3)[CH3:20])=[O:17])[CH:9]=[CH:8]2)=[CH:4][CH:3]=1.C(N1C=CN=C1)(N1C=CN=C1)=O.[NH2:44][S:45]([CH2:48][CH2:49][CH2:50][O:51][C:52](=[O:54])[CH3:53])(=[O:47])=[O:46].N12CCCN=C1CCCCC2.C(O)(=O)CC(CC(O)=O)(C(O)=O)O. Product: [Cl:1][C:2]1[CH:31]=[CH:30][C:5]([CH2:6][N:7]2[C:15]3[C:10](=[CH:11][CH:12]=[CH:13][C:14]=3[C:16]([NH:18][C@H:19]([C:21]3[CH:29]=[CH:28][C:24]([C:25](=[O:26])[NH:44][S:45]([CH2:48][CH2:49][CH2:50][O:51][C:52](=[O:54])[CH3:53])(=[O:46])=[O:47])=[CH:23][CH:22]=3)[CH3:20])=[O:17])[CH:9]=[CH:8]2)=[CH:4][CH:3]=1. The catalyst class is: 3. (5) Reactant: [F:1][C:2]1[CH:7]=[C:6]([I:8])[CH:5]=[CH:4][C:3]=1[NH:9][C:10]1[N:11]([CH3:29])[C:12](=[O:28])[C:13]([CH3:27])=[C:14]([O:25][CH3:26])[C:15]=1[C:16]([NH:18][O:19][CH2:20][CH2:21][O:22]C=C)=[O:17].Cl. Product: [F:1][C:2]1[CH:7]=[C:6]([I:8])[CH:5]=[CH:4][C:3]=1[NH:9][C:10]1[N:11]([CH3:29])[C:12](=[O:28])[C:13]([CH3:27])=[C:14]([O:25][CH3:26])[C:15]=1[C:16]([NH:18][O:19][CH2:20][CH2:21][OH:22])=[O:17]. The catalyst class is: 5. (6) Reactant: C(N(C(C)C)CC)(C)C.C(Cl)CCl.C1C=NC2N(O)N=NC=2C=1.[C:24]([C:26]1[CH:27]=[C:28]([C:32]([OH:34])=O)[NH:29][C:30]=1[CH3:31])#[N:25].Cl.[NH2:36][CH:37]1[CH2:42][CH2:41][N:40]([C:43]2[CH:44]=[C:45]([CH:49]=[C:50]([Cl:52])[N:51]=2)[C:46]([NH2:48])=[O:47])[CH2:39][CH2:38]1. Product: [Cl:52][C:50]1[CH:49]=[C:45]([CH:44]=[C:43]([N:40]2[CH2:41][CH2:42][CH:37]([NH:36][C:32]([C:28]3[NH:29][C:30]([CH3:31])=[C:26]([C:24]#[N:25])[CH:27]=3)=[O:34])[CH2:38][CH2:39]2)[N:51]=1)[C:46]([NH2:48])=[O:47]. The catalyst class is: 3. (7) Reactant: Br[CH2:2]/[CH:3]=[CH:4]/[C:5]([NH:7][C:8]1[CH:9]=[C:10]2[C:15](=[CH:16][C:17]=1[O:18][CH3:19])[N:14]=[CH:13][N:12]=[C:11]2[NH:20][C:21]1[CH:26]=[CH:25][C:24]([F:27])=[C:23]([Cl:28])[CH:22]=1)=[O:6].[S:29]1[CH2:34][CH2:33][NH:32][CH:31]2[CH2:35][CH2:36][CH2:37][CH:30]12.CCN(C(C)C)C(C)C.O. Product: [Cl:28][C:23]1[CH:22]=[C:21]([NH:20][C:11]2[C:10]3[C:15](=[CH:16][C:17]([O:18][CH3:19])=[C:8]([NH:7][C:5](=[O:6])/[CH:4]=[CH:3]/[CH2:2][N:32]4[CH2:33][CH2:34][S:29][CH:30]5[CH2:37][CH2:36][CH2:35][CH:31]45)[CH:9]=3)[N:14]=[CH:13][N:12]=2)[CH:26]=[CH:25][C:24]=1[F:27]. The catalyst class is: 44.